This data is from Reaction yield outcomes from USPTO patents with 853,638 reactions. The task is: Predict the reaction yield, written as a fraction of the theoretical maximum amount of product (1.0 means a 100% yield; for example, 0.34 means a 34% yield). (1) The reactants are [Cl:1][C:2]1[C:11]2[C:6](=[CH:7][CH:8]=[C:9]([I:12])[CH:10]=2)[N:5]=[CH:4][N:3]=1.[Cl:13][C:14]1[CH:15]=[C:16]([NH2:29])[CH:17]=[CH:18][C:19]=1[O:20][CH2:21][C:22]1[CH:27]=[CH:26][CH:25]=[C:24]([F:28])[CH:23]=1. The catalyst is CC(O)C. The product is [ClH:1].[Cl:13][C:14]1[CH:15]=[C:16]([NH:29][C:2]2[C:11]3[C:6](=[CH:7][CH:8]=[C:9]([I:12])[CH:10]=3)[N:5]=[CH:4][N:3]=2)[CH:17]=[CH:18][C:19]=1[O:20][CH2:21][C:22]1[CH:27]=[CH:26][CH:25]=[C:24]([F:28])[CH:23]=1. The yield is 0.700. (2) The catalyst is CN(C=O)C. The product is [CH3:32][C:25]([C:22]1[N:20]2[CH:21]=[C:16]([O:14][C@H:7]3[C:8]4[C:13](=[CH:12][CH:11]=[CH:10][CH:9]=4)[C@@H:4]([NH2:3])[CH2:5][CH2:6]3)[CH:17]=[CH:18][C:19]2=[N:24][N:23]=1)([N:27]1[CH2:28][CH2:29][CH2:30][CH2:31]1)[CH3:26]. The reactants are [H-].[Na+].[NH2:3][C@@H:4]1[C:13]2[C:8](=[CH:9][CH:10]=[CH:11][CH:12]=2)[C@H:7]([OH:14])[CH2:6][CH2:5]1.F[C:16]1[CH:17]=[CH:18][C:19]2[N:20]([C:22]([C:25]([CH3:32])([N:27]3[CH2:31][CH2:30][CH2:29][CH2:28]3)[CH3:26])=[N:23][N:24]=2)[CH:21]=1. The yield is 0.550. (3) The reactants are [C:1]([C:3]1[C:8]([C:9]([C:17]2[CH:22]=[CH:21][CH:20]=[C:19]([O:23][CH2:24][CH2:25][CH2:26][F:27])[CH:18]=2)=[N:10]S(C(C)(C)C)=O)=[CH:7][CH:6]=[CH:5][N:4]=1)#[N:2].I[C:29]1[CH:34]=[CH:33][N:32]=[CH:31][CH:30]=1. No catalyst specified. The product is [F:27][CH2:26][CH2:25][CH2:24][O:23][C:19]1[CH:18]=[C:17]([C:9]2([C:29]3[CH:34]=[CH:33][N:32]=[CH:31][CH:30]=3)[C:8]3[C:3](=[N:4][CH:5]=[CH:6][CH:7]=3)[C:1]([NH2:2])=[N:10]2)[CH:22]=[CH:21][CH:20]=1. The yield is 0.0700. (4) The reactants are [Mg].II.Br[C:5]1[CH:10]=[CH:9]C=[CH:7][CH:6]=1.[CH2:11]([N:18]1[CH2:23][CH2:22][C:21]([N:26]([CH3:28])[CH3:27])([C:24]#N)[CH2:20][CH2:19]1)[C:12]1[CH:17]=[CH:16][CH:15]=[CH:14][CH:13]=1.[NH4+].[Cl-]. The catalyst is C(OCC)C.CO.C(Cl)(Cl)Cl. The product is [CH2:11]([N:18]1[CH2:19][CH2:20][C:21]([C:24]2[CH:9]=[CH:10][CH:5]=[CH:6][CH:7]=2)([N:26]([CH3:27])[CH3:28])[CH2:22][CH2:23]1)[C:12]1[CH:13]=[CH:14][CH:15]=[CH:16][CH:17]=1. The yield is 0.350. (5) The reactants are ClC(Cl)(Cl)CO[C:5](=[O:31])[NH:6][C:7]1[N:8]([C:16]2[CH:21]=[C:20]([Cl:22])[CH:19]=[C:18]([O:23][Si:24]([C:27]([CH3:30])([CH3:29])[CH3:28])([CH3:26])[CH3:25])[CH:17]=2)[N:9]=[C:10]([C:12]([CH3:15])([CH3:14])[CH3:13])[CH:11]=1.[CH3:34][N:35]1[CH2:39][CH2:38][CH2:37][C@H:36]1[C:40]1[N:44]2[CH:45]=[C:46]([O:49][C@H:50]3[C:59]4[C:54](=[CH:55][CH:56]=[CH:57][CH:58]=4)[C@@H:53]([NH2:60])[CH2:52][CH2:51]3)[CH:47]=[CH:48][C:43]2=[N:42][N:41]=1.CCN(C(C)C)C(C)C. The catalyst is C1COCC1.O. The product is [C:12]([C:10]1[CH:11]=[C:7]([NH:6][C:5]([NH:60][C@@H:53]2[C:54]3[C:59](=[CH:58][CH:57]=[CH:56][CH:55]=3)[C@H:50]([O:49][C:46]3[CH:47]=[CH:48][C:43]4[N:44]([C:40]([C@@H:36]5[CH2:37][CH2:38][CH2:39][N:35]5[CH3:34])=[N:41][N:42]=4)[CH:45]=3)[CH2:51][CH2:52]2)=[O:31])[N:8]([C:16]2[CH:21]=[C:20]([Cl:22])[CH:19]=[C:18]([O:23][Si:24]([C:27]([CH3:28])([CH3:30])[CH3:29])([CH3:25])[CH3:26])[CH:17]=2)[N:9]=1)([CH3:15])([CH3:14])[CH3:13]. The yield is 0.990. (6) The yield is 1.00. The reactants are C(P(C(C)(C)C)C(C)(C)C)(C)(C)C.C(NC(C)C)(C)C.[C:21]([O:25][C:26](=[O:56])[NH:27][C:28]1([C:32]2[CH:37]=[CH:36][C:35]([C:38]3[C:47](=[O:48])[C:46]4[C:41](=[C:42](Br)[CH:43]=[CH:44][CH:45]=4)[O:40][C:39]=3[C:50]3[CH:55]=[CH:54][CH:53]=[CH:52][CH:51]=3)=[CH:34][CH:33]=2)[CH2:31][CH2:30][CH2:29]1)([CH3:24])([CH3:23])[CH3:22].[CH3:57][Si:58]([C:61]#[CH:62])([CH3:60])[CH3:59]. The product is [C:21]([O:25][C:26](=[O:56])[NH:27][C:28]1([C:32]2[CH:37]=[CH:36][C:35]([C:38]3[C:47](=[O:48])[C:46]4[C:41](=[C:42]([C:62]#[C:61][Si:58]([CH3:60])([CH3:59])[CH3:57])[CH:43]=[CH:44][CH:45]=4)[O:40][C:39]=3[C:50]3[CH:55]=[CH:54][CH:53]=[CH:52][CH:51]=3)=[CH:34][CH:33]=2)[CH2:31][CH2:30][CH2:29]1)([CH3:24])([CH3:23])[CH3:22]. The catalyst is C1(C)C=CC=CC=1.[Cu]I.C1C=CC(C#N)=CC=1.C1C=CC(C#N)=CC=1.Cl[Pd]Cl.